This data is from NCI-60 drug combinations with 297,098 pairs across 59 cell lines. The task is: Regression. Given two drug SMILES strings and cell line genomic features, predict the synergy score measuring deviation from expected non-interaction effect. (1) Drug 1: CC12CCC(CC1=CCC3C2CCC4(C3CC=C4C5=CN=CC=C5)C)O. Drug 2: CN1CCC(CC1)COC2=C(C=C3C(=C2)N=CN=C3NC4=C(C=C(C=C4)Br)F)OC. Cell line: TK-10. Synergy scores: CSS=18.7, Synergy_ZIP=-8.98, Synergy_Bliss=2.10, Synergy_Loewe=-8.48, Synergy_HSA=1.65. (2) Drug 1: CC12CCC3C(C1CCC2O)C(CC4=C3C=CC(=C4)O)CCCCCCCCCS(=O)CCCC(C(F)(F)F)(F)F. Drug 2: CCC1=C2CN3C(=CC4=C(C3=O)COC(=O)C4(CC)O)C2=NC5=C1C=C(C=C5)O. Cell line: KM12. Synergy scores: CSS=21.4, Synergy_ZIP=-3.70, Synergy_Bliss=-1.08, Synergy_Loewe=-21.7, Synergy_HSA=-2.82. (3) Synergy scores: CSS=76.5, Synergy_ZIP=8.42, Synergy_Bliss=7.60, Synergy_Loewe=9.98, Synergy_HSA=11.7. Drug 2: C1=CC(=C2C(=C1NCCNCCO)C(=O)C3=C(C=CC(=C3C2=O)O)O)NCCNCCO. Cell line: 786-0. Drug 1: COC1=C(C=C2C(=C1)N=CN=C2NC3=CC(=C(C=C3)F)Cl)OCCCN4CCOCC4. (4) Drug 1: CS(=O)(=O)CCNCC1=CC=C(O1)C2=CC3=C(C=C2)N=CN=C3NC4=CC(=C(C=C4)OCC5=CC(=CC=C5)F)Cl. Drug 2: CNC(=O)C1=NC=CC(=C1)OC2=CC=C(C=C2)NC(=O)NC3=CC(=C(C=C3)Cl)C(F)(F)F. Cell line: NCI-H226. Synergy scores: CSS=-2.28, Synergy_ZIP=-0.115, Synergy_Bliss=-4.04, Synergy_Loewe=-10.5, Synergy_HSA=-6.60. (5) Drug 1: C1CCC(C1)C(CC#N)N2C=C(C=N2)C3=C4C=CNC4=NC=N3. Drug 2: CC1CCCC2(C(O2)CC(NC(=O)CC(C(C(=O)C(C1O)C)(C)C)O)C(=CC3=CSC(=N3)C)C)C. Cell line: M14. Synergy scores: CSS=-12.5, Synergy_ZIP=5.78, Synergy_Bliss=0.411, Synergy_Loewe=-12.0, Synergy_HSA=-9.60.